Dataset: Peptide-MHC class II binding affinity with 134,281 pairs from IEDB. Task: Regression. Given a peptide amino acid sequence and an MHC pseudo amino acid sequence, predict their binding affinity value. This is MHC class II binding data. (1) The peptide sequence is PEDPEDSALLED. The MHC is DRB1_0401 with pseudo-sequence DRB1_0401. The binding affinity (normalized) is 0. (2) The peptide sequence is NNKFFINFFNLLA. The MHC is HLA-DQA10501-DQB10301 with pseudo-sequence HLA-DQA10501-DQB10301. The binding affinity (normalized) is 0.214.